Predict the reaction yield, written as a fraction of the theoretical maximum amount of product (1.0 means a 100% yield; for example, 0.34 means a 34% yield). From a dataset of Reaction yield outcomes from USPTO patents with 853,638 reactions. The reactants are [C:1]1([S:7](Cl)(=[O:9])=[O:8])[CH:6]=[CH:5][CH:4]=[CH:3][CH:2]=1.C(=O)([O-])[O-].[K+].[K+].C(#N)C.[C:20]([NH2:24])([CH3:23])([CH3:22])[CH3:21]. No catalyst specified. The product is [C:20]([NH:24][S:7]([C:1]1[CH:6]=[CH:5][CH:4]=[CH:3][CH:2]=1)(=[O:9])=[O:8])([CH3:23])([CH3:22])[CH3:21]. The yield is 0.850.